This data is from Reaction yield outcomes from USPTO patents with 853,638 reactions. The task is: Predict the reaction yield, written as a fraction of the theoretical maximum amount of product (1.0 means a 100% yield; for example, 0.34 means a 34% yield). (1) The reactants are [CH3:1][NH:2][CH2:3][CH2:4][C:5]#[C:6][C:7]1[CH:12]=[CH:11][CH:10]=[CH:9][N:8]=1.CCN(C(C)C)C(C)C.[CH3:22][O:23][C:24]1[CH:25]=[C:26]([CH:30]=[CH:31][CH:32]=1)[C:27](Cl)=[O:28]. The catalyst is C(Cl)Cl. The product is [CH3:22][O:23][C:24]1[CH:25]=[C:26]([CH:30]=[CH:31][CH:32]=1)[C:27]([N:2]([CH3:1])[CH2:3][CH2:4][C:5]#[C:6][C:7]1[CH:12]=[CH:11][CH:10]=[CH:9][N:8]=1)=[O:28]. The yield is 0.630. (2) The reactants are [CH2:1]([C:3]1[CH:8]=[C:7]([C:9]([F:12])([F:11])[F:10])[CH:6]=[C:5](OC)[C:4]=1[C:15]1[O:16][CH2:17][C:18]([CH3:21])([CH3:20])[N:19]=1)[CH3:2].[CH3:22][Mg]Br. The catalyst is O1CCCC1.C(OCC)C. The product is [CH2:1]([C:3]1[CH:8]=[C:7]([C:9]([F:12])([F:11])[F:10])[CH:6]=[C:5]([CH3:22])[C:4]=1[C:15]1[O:16][CH2:17][C:18]([CH3:21])([CH3:20])[N:19]=1)[CH3:2]. The yield is 0.504. (3) The reactants are [Cl:1][C:2]1[C:3]([O:33]C)=[C:4]2[C:9](=[CH:10][C:11]=1[CH3:12])[CH:8]([NH:13][C:14]1[CH:23]=[CH:22][C:21]([F:24])=[C:20]3[C:15]=1[CH:16]=[N:17][C:18]([CH3:25])=[N:19]3)[C:7]([C:27]([F:30])([F:29])[F:28])([OH:26])[CH2:6][C:5]2([CH3:32])[CH3:31].B(Br)(Br)Br.C(=O)(O)[O-].[Na+]. The catalyst is ClCCl.C(OCC)(=O)C. The product is [Cl:1][C:2]1[C:11]([CH3:12])=[CH:10][C:9]2[CH:8]([NH:13][C:14]3[CH:23]=[CH:22][C:21]([F:24])=[C:20]4[C:15]=3[CH:16]=[N:17][C:18]([CH3:25])=[N:19]4)[C:7]([C:27]([F:28])([F:29])[F:30])([OH:26])[CH2:6][C:5]([CH3:31])([CH3:32])[C:4]=2[C:3]=1[OH:33]. The yield is 0.984.